Dataset: Reaction yield outcomes from USPTO patents with 853,638 reactions. Task: Predict the reaction yield, written as a fraction of the theoretical maximum amount of product (1.0 means a 100% yield; for example, 0.34 means a 34% yield). (1) The reactants are [NH2:1][C:2]1[CH:7]=[CH:6][C:5]([S:8][C:9]2[CH:14]=[CH:13][C:12]([OH:15])=[CH:11][CH:10]=2)=[C:4]([N+:16]([O-:18])=[O:17])[CH:3]=1.[CH:19](=O)[C:20]1[CH:25]=[CH:24][CH:23]=[CH:22][CH:21]=1.C([BH3-])#N.[Na+].C(O)(=O)C. The catalyst is CO. The product is [CH2:19]([NH:1][C:2]1[CH:7]=[CH:6][C:5]([S:8][C:9]2[CH:10]=[CH:11][C:12]([OH:15])=[CH:13][CH:14]=2)=[C:4]([N+:16]([O-:18])=[O:17])[CH:3]=1)[C:20]1[CH:25]=[CH:24][CH:23]=[CH:22][CH:21]=1. The yield is 0.770. (2) The reactants are C1(OC)C=CC=CC=1.C(OC([N:16]1[CH2:21][CH2:20][CH:19]([CH2:22][O:23][CH2:24][CH:25]([NH:32][C:33]([C:35]2[CH:43]=[C:42]3[C:38]([C:39]([Cl:44])=[CH:40][NH:41]3)=[CH:37][CH:36]=2)=[O:34])[C:26]2[CH:31]=[CH:30][N:29]=[CH:28][CH:27]=2)[CH2:18][CH2:17]1)=O)(C)(C)C. The yield is 1.00. No catalyst specified. The product is [Cl:44][C:39]1[C:38]2[C:42](=[CH:43][C:35]([C:33]([NH:32][CH:25]([C:26]3[CH:31]=[CH:30][N:29]=[CH:28][CH:27]=3)[CH2:24][O:23][CH2:22][CH:19]3[CH2:18][CH2:17][NH:16][CH2:21][CH2:20]3)=[O:34])=[CH:36][CH:37]=2)[NH:41][CH:40]=1. (3) The reactants are [Br:1][C:2]1[NH:6][C:5]([C@@H:7]2[CH2:11][CH2:10][CH2:9][N:8]2[C:12]([O:14]C(C)(C)C)=O)=[N:4][CH:3]=1.Cl.[CH3:20][O:21][C@H:22]([CH3:32])[C@H:23]([NH:27][C:28]([O:30][CH3:31])=[O:29])C(O)=O.CN(C(ON1N=NC2C=CC=NC1=2)=[N+](C)C)C.F[P-](F)(F)(F)(F)F.CCN(C(C)C)C(C)C.[Li+].[OH-]. The catalyst is C(Cl)Cl.CO.CN(C=O)C. The product is [Br:1][C:2]1[NH:6][C:5]([C@@H:7]2[CH2:11][CH2:10][CH2:9][N:8]2[C:12](=[O:14])[C@@H:23]([NH:27][C:28](=[O:29])[O:30][CH3:31])[C@H:22]([O:21][CH3:20])[CH3:32])=[N:4][CH:3]=1. The yield is 1.00. (4) The reactants are [CH:1]1([N:4]([CH:31]2[CH2:33][CH2:32]2)[C:5]([C:7]2[N:28]([CH2:29][CH3:30])[C:10]3=[N:11][C:12]([NH:19][C:20]4[S:21][CH:22]=[C:23]([C:25]([OH:27])=O)[N:24]=4)=[C:13]4[N:17]=[CH:16][N:15]([CH3:18])[C:14]4=[C:9]3[CH:8]=2)=[O:6])[CH2:3][CH2:2]1.[CH3:34][N:35](C(ON1N=NC2C=CC=NC1=2)=[N+](C)C)[CH3:36].F[P-](F)(F)(F)(F)F.CCN(C(C)C)C(C)C.CNC. The catalyst is CN(C=O)C. The product is [CH:1]1([N:4]([CH:31]2[CH2:32][CH2:33]2)[C:5]([C:7]2[N:28]([CH2:29][CH3:30])[C:10]3=[N:11][C:12]([NH:19][C:20]4[S:21][CH:22]=[C:23]([C:25]([N:35]([CH3:36])[CH3:34])=[O:27])[N:24]=4)=[C:13]4[N:17]=[CH:16][N:15]([CH3:18])[C:14]4=[C:9]3[CH:8]=2)=[O:6])[CH2:3][CH2:2]1. The yield is 0.210. (5) The reactants are [NH2:1][C:2]1[O:3][CH2:4][C@:5]2([C:19]3[C:14](=[N:15][CH:16]=[C:17]([C:20]4[CH:25]=[CH:24][C:23]([CH3:26])=[CH:22][CH:21]=4)[CH:18]=3)[O:13][C:12]3[C:7]2=[CH:8][C:9]([OH:27])=[CH:10][CH:11]=3)[N:6]=1.C(N(CC)CC)C.[F:35][C:36]([F:55])([F:54])[S:37](N(C1C=CC=CC=1)[S:37]([C:36]([F:55])([F:54])[F:35])(=[O:39])=[O:38])(=[O:39])=[O:38]. The catalyst is C(Cl)Cl. The product is [F:35][C:36]([F:55])([F:54])[S:37]([O:27][C:9]1[CH:8]=[C:7]2[C@@:5]3([CH2:4][O:3][C:2]([NH2:1])=[N:6]3)[C:19]3[C:14](=[N:15][CH:16]=[C:17]([C:20]4[CH:25]=[CH:24][C:23]([CH3:26])=[CH:22][CH:21]=4)[CH:18]=3)[O:13][C:12]2=[CH:11][CH:10]=1)(=[O:39])=[O:38]. The yield is 0.890. (6) The reactants are Cl[C:2]1[N:7]=[C:6]([NH:8][C:9]2[CH:14]=[CH:13][CH:12]=[CH:11][C:10]=2[S:15]([CH:18]([CH3:20])[CH3:19])(=[O:17])=[O:16])[C:5]([Cl:21])=[CH:4][N:3]=1.[CH3:22][P:23]([C:26]1[N:31]=[C:30]([O:32][CH3:33])[C:29]([NH2:34])=[CH:28][CH:27]=1)([CH3:25])=[O:24].Cl.[OH-].[Na+]. The catalyst is COCCO.C(O)C. The product is [Cl:21][C:5]1[C:6]([NH:8][C:9]2[CH:14]=[CH:13][CH:12]=[CH:11][C:10]=2[S:15]([CH:18]([CH3:20])[CH3:19])(=[O:17])=[O:16])=[N:7][C:2]([NH:34][C:29]2[C:30]([O:32][CH3:33])=[N:31][C:26]([P:23]([CH3:22])([CH3:25])=[O:24])=[CH:27][CH:28]=2)=[N:3][CH:4]=1. The yield is 0.220. (7) The reactants are [NH2:1][C:2]1[N:7]=[CH:6][N:5]=[C:4]2[N:8]([CH:26]([C:28]3[O:29][C:30](=[O:44])[C:31]4[C:36]([C:37]=3[C:38]3[CH:43]=[CH:42][CH:41]=[CH:40][CH:39]=3)=[CH:35][CH:34]=[CH:33][CH:32]=4)[CH3:27])[N:9]=[C:10]([C:11]3[CH:16]=[C:15]([F:17])[CH:14]=[C:13]([O:18][Si](C(C)(C)C)(C)C)[CH:12]=3)[C:3]=12. The catalyst is Cl.CCO. The product is [NH2:1][C:2]1[N:7]=[CH:6][N:5]=[C:4]2[N:8]([CH:26]([C:28]3[O:29][C:30](=[O:44])[C:31]4[C:36]([C:37]=3[C:38]3[CH:43]=[CH:42][CH:41]=[CH:40][CH:39]=3)=[CH:35][CH:34]=[CH:33][CH:32]=4)[CH3:27])[N:9]=[C:10]([C:11]3[CH:12]=[C:13]([OH:18])[CH:14]=[C:15]([F:17])[CH:16]=3)[C:3]=12. The yield is 0.870.